Task: Predict the reaction yield, written as a fraction of the theoretical maximum amount of product (1.0 means a 100% yield; for example, 0.34 means a 34% yield).. Dataset: Reaction yield outcomes from USPTO patents with 853,638 reactions (1) The reactants are [CH3:1][O:2][C:3]1[C:11]2[O:10][C:9]([CH3:13])([CH3:12])[CH2:8][C:7]=2[CH:6]=[C:5]([CH:14]=O)[CH:4]=1.Cl.[NH2:17]O.[OH-].[K+]. The catalyst is C(O)=O. The product is [CH3:1][O:2][C:3]1[C:11]2[O:10][C:9]([CH3:13])([CH3:12])[CH2:8][C:7]=2[CH:6]=[C:5]([C:14]#[N:17])[CH:4]=1. The yield is 0.810. (2) The reactants are [CH3:1][C:2]1[CH:7]=[CH:6][N:5]=[CH:4][C:3]=1[N:8]1[CH2:12][CH2:11][NH:10][C:9]1=[O:13].[Cl:14][C:15]1[CH:22]=[C:21](I)[CH:20]=[CH:19][C:16]=1[C:17]#[N:18].N[C@@H]1CCCC[C@H]1N.P([O-])([O-])([O-])=O.[K+].[K+].[K+]. The catalyst is [Cu](I)I.O1CCOCC1. The product is [Cl:14][C:15]1[CH:22]=[C:21]([N:10]2[CH2:11][CH2:12][N:8]([C:3]3[CH:4]=[N:5][CH:6]=[CH:7][C:2]=3[CH3:1])[C:9]2=[O:13])[CH:20]=[CH:19][C:16]=1[C:17]#[N:18]. The yield is 0.320. (3) The reactants are [N:1]([CH:4]1[CH2:13][CH2:12][CH2:11][C:10]2[C:5]1([CH3:15])[CH2:6][CH2:7][C:8](=[O:14])[CH:9]=2)=[N+:2]=[N-:3].[C:16]1([C:22]#[CH:23])[CH:21]=[CH:20][CH:19]=[CH:18][CH:17]=1.O=C1O[C@H]([C@H](CO)O)C([O-])=C1O.[Na+]. The catalyst is CN(C=O)C.O. The product is [CH3:15][C:5]12[CH:4]([N:1]3[CH:23]=[C:22]([C:16]4[CH:21]=[CH:20][CH:19]=[CH:18][CH:17]=4)[N:3]=[N:2]3)[CH2:13][CH2:12][CH2:11][C:10]1=[CH:9][C:8](=[O:14])[CH2:7][CH2:6]2. The yield is 0.710. (4) The reactants are [F:1][C:2]1[CH:3]=[C:4]([CH:23]=[CH:24][C:25]=1[F:26])[CH2:5][N:6]1[C:10]2=[N:11][C:12]([CH3:22])=[C:13]([C:16](=[O:21])[C:17]([O:19][CH3:20])=[O:18])[C:14]([I:15])=[C:9]2[CH:8]=[CH:7]1.CCO.C(=O)=O.[B]1OC2C(=CC=CC=2)O1.C([O-])([O-])=O.[Na+].[Na+].O. The catalyst is C1(C)C=CC=CC=1.CCOC(C)=O.O. The product is [F:1][C:2]1[CH:3]=[C:4]([CH:23]=[CH:24][C:25]=1[F:26])[CH2:5][N:6]1[C:10]2=[N:11][C:12]([CH3:22])=[C:13]([C@H:16]([OH:21])[C:17]([O:19][CH3:20])=[O:18])[C:14]([I:15])=[C:9]2[CH:8]=[CH:7]1. The yield is 0.870. (5) The reactants are [CH2:1]([NH:6][C:7]([C:9]1[N:10]=[N:11][C:12](Cl)=[CH:13][CH:14]=1)=[O:8])[CH2:2][CH2:3][CH:4]=[CH2:5].[NH:16]1[CH2:21][CH2:20][NH:19][CH2:18][CH2:17]1. The catalyst is C(#N)C. The product is [CH2:1]([NH:6][C:7]([C:9]1[N:10]=[N:11][C:12]([N:16]2[CH2:21][CH2:20][NH:19][CH2:18][CH2:17]2)=[CH:13][CH:14]=1)=[O:8])[CH2:2][CH2:3][CH:4]=[CH2:5]. The yield is 0.886. (6) The reactants are [OH:1][CH:2]([C:6]1[CH:13]=[CH:12][C:9]([C:10]#[N:11])=[CH:8][CH:7]=1)[CH2:3][CH:4]=[CH2:5].[O:14]1[CH2:19][CH2:18][CH2:17][CH2:16][CH:15]1[O:20][C:21]1[CH:26]=[CH:25][C:24](O)=[CH:23][CH:22]=1.C(P(CCCC)CCCC)CCC.N(C(N1CCCCC1)=O)=NC(N1CCCCC1)=O. The catalyst is C1COCC1. The product is [O:14]1[CH2:19][CH2:18][CH2:17][CH2:16][CH:15]1[O:20][C:21]1[CH:26]=[CH:25][C:24]([O:1][CH:2]([C:6]2[CH:7]=[CH:8][C:9]([C:10]#[N:11])=[CH:12][CH:13]=2)[CH2:3][CH:4]=[CH2:5])=[CH:23][CH:22]=1. The yield is 0.470. (7) The yield is 0.786. The product is [CH3:17][N:18]([CH3:20])[CH:19]=[CH:2][C:1]([C:4]1[CH:5]=[CH:6][C:7]([F:14])=[C:8]([NH:10][C:11](=[O:13])[CH3:12])[CH:9]=1)=[O:3]. No catalyst specified. The reactants are [C:1]([C:4]1[CH:5]=[CH:6][C:7]([F:14])=[C:8]([NH:10][C:11](=[O:13])[CH3:12])[CH:9]=1)(=[O:3])[CH3:2].CO[CH:17](OC)[N:18]([CH3:20])[CH3:19].